From a dataset of Forward reaction prediction with 1.9M reactions from USPTO patents (1976-2016). Predict the product of the given reaction. (1) Given the reactants [CH3:1][C:2]([O:5][C:6]([N:8]1[CH2:11][CH2:10][C@H:9]1[C:12]([OH:14])=O)=[O:7])([CH3:4])[CH3:3].CN(C(ON1N=NC2C=CC=NC1=2)=[N+](C)C)C.F[P-](F)(F)(F)(F)F.CCN(C(C)C)C(C)C.FC(F)(F)C(O)=O.[NH2:55][C@@H:56]([CH2:63][CH3:64])/[CH:57]=[CH:58]/[C:59]([O:61][CH3:62])=[O:60], predict the reaction product. The product is: [CH2:63]([C@H:56]([NH:55][C:12]([C@@H:9]1[CH2:10][CH2:11][N:8]1[C:6]([O:5][C:2]([CH3:1])([CH3:3])[CH3:4])=[O:7])=[O:14])/[CH:57]=[CH:58]/[C:59]([O:61][CH3:62])=[O:60])[CH3:64]. (2) The product is: [Cl:1][C:2]1[CH:24]=[CH:23][C:5]([CH2:6][N:7]2[C:16](=[O:17])[C:15]3[C:10](=[N:11][C:12]4[CH2:21][CH2:20][CH2:19][CH2:18][C:13]=4[N:14]=3)[N:9]([CH2:32][CH:33]([OH:38])[C:34]([F:37])([F:36])[F:35])[C:8]2=[O:22])=[CH:4][CH:3]=1. Given the reactants [Cl:1][C:2]1[CH:24]=[CH:23][C:5]([CH2:6][N:7]2[C:16](=[O:17])[C:15]3[C:10](=[N:11][C:12]4[CH2:21][CH2:20][CH2:19][CH2:18][C:13]=4[N:14]=3)[NH:9][C:8]2=[O:22])=[CH:4][CH:3]=1.C([O-])([O-])=O.[K+].[K+].Br[CH2:32][CH:33]([OH:38])[C:34]([F:37])([F:36])[F:35], predict the reaction product. (3) Given the reactants [Cl:1][C:2]1[CH:3]=[C:4](B(O)O)[CH:5]=[CH:6][C:7]=1[Cl:8].C1(P(C2C=CC=CC=2)C2C=CC=CC=2)C=CC=CC=1.C(=O)([O-])[O-].[Na+].[Na+].[OH:37][C@H:38]([C:60]1[CH:61]=[N:62][CH:63]=[CH:64][CH:65]=1)[CH2:39][N:40]([CH2:48][C@H:49]1[CH2:58][CH2:57][C:56]2[C:51](=[CH:52][CH:53]=[C:54](I)[CH:55]=2)[O:50]1)C(=O)OC(C)(C)C, predict the reaction product. The product is: [Cl:1][C:2]1[CH:3]=[C:4]([C:54]2[CH:55]=[C:56]3[C:51](=[CH:52][CH:53]=2)[O:50][C@@H:49]([CH2:48][NH:40][CH2:39][C@@H:38]([C:60]2[CH:61]=[N:62][CH:63]=[CH:64][CH:65]=2)[OH:37])[CH2:58][CH2:57]3)[CH:5]=[CH:6][C:7]=1[Cl:8]. (4) Given the reactants [CH3:1][N:2]([CH2:4][C:5]1[CH:6]=[CH:7][C:8]([O:42][CH2:43][CH3:44])=[C:9]([NH:11][C:12]([C@H:14]([NH:26][C:27]([N:29]2[CH2:34][CH2:33][N:32](C(OC(C)(C)C)=O)[CH2:31][CH2:30]2)=[O:28])[C@H:15]([C:17]2[C:25]3[C:20](=[CH:21][CH:22]=[CH:23][CH:24]=3)[NH:19][CH:18]=2)[CH3:16])=[O:13])[CH:10]=1)[CH3:3].FC(F)(F)C(O)=O, predict the reaction product. The product is: [CH3:1][N:2]([CH2:4][C:5]1[CH:6]=[CH:7][C:8]([O:42][CH2:43][CH3:44])=[C:9]([NH:11][C:12]([C@H:14]([NH:26][C:27]([N:29]2[CH2:30][CH2:31][NH:32][CH2:33][CH2:34]2)=[O:28])[C@H:15]([C:17]2[C:25]3[C:20](=[CH:21][CH:22]=[CH:23][CH:24]=3)[NH:19][CH:18]=2)[CH3:16])=[O:13])[CH:10]=1)[CH3:3]. (5) The product is: [I:1][C:2]1[N:3]=[CH:4][N:5]([CH2:10][CH2:11][C:12]([NH:15][C:16](=[O:22])[O:17][C:18]([CH3:21])([CH3:20])[CH3:19])([CH3:14])[CH3:13])[CH:6]=1. Given the reactants [I:1][C:2]1[N:3]=[CH:4][NH:5][CH:6]=1.[H-].[Na+].Cl[CH2:10][CH2:11][C:12]([NH:15][C:16](=[O:22])[O:17][C:18]([CH3:21])([CH3:20])[CH3:19])([CH3:14])[CH3:13].C(OCC)(=O)C, predict the reaction product. (6) Given the reactants Br[C:2]1[CH:3]=[CH:4][C:5]2[O:32][CH2:31][C:8]3([C:16]4[C:11](=[CH:12][CH:13]=[CH:14][CH:15]=4)[N:10]([CH:17]([C:24]4[CH:29]=[CH:28][CH:27]=[CH:26][CH:25]=4)[C:18]4[CH:23]=[CH:22][CH:21]=[CH:20][CH:19]=4)[C:9]3=[O:30])[C:6]=2[CH:7]=1.[B:33]1([B:33]2[O:37][C:36]([CH3:39])([CH3:38])[C:35]([CH3:41])([CH3:40])[O:34]2)[O:37][C:36]([CH3:39])([CH3:38])[C:35]([CH3:41])([CH3:40])[O:34]1.C([O-])(=O)C.[K+], predict the reaction product. The product is: [C:24]1([CH:17]([C:18]2[CH:19]=[CH:20][CH:21]=[CH:22][CH:23]=2)[N:10]2[C:11]3[C:16](=[CH:15][CH:14]=[CH:13][CH:12]=3)[C:8]3([C:6]4[CH:7]=[C:2]([B:33]5[O:37][C:36]([CH3:39])([CH3:38])[C:35]([CH3:41])([CH3:40])[O:34]5)[CH:3]=[CH:4][C:5]=4[O:32][CH2:31]3)[C:9]2=[O:30])[CH:29]=[CH:28][CH:27]=[CH:26][CH:25]=1. (7) Given the reactants [CH3:1][O:2][C:3]1[CH:4]=[C:5]([C:11](=[O:13])[CH3:12])[CH:6]=[CH:7][C:8]=1[O:9][CH3:10].[O:14]1[C:18]2[CH:19]=[CH:20][C:21]([C:23]3[CH:27]=[C:26]([CH:28]=O)[NH:25][N:24]=3)=[CH:22][C:17]=2[O:16][CH2:15]1.[OH-].[Na+], predict the reaction product. The product is: [O:14]1[C:18]2[CH:19]=[CH:20][C:21]([C:23]3[CH:27]=[C:26](/[CH:28]=[CH:12]/[C:11]([C:5]4[CH:6]=[CH:7][C:8]([O:9][CH3:10])=[C:3]([O:2][CH3:1])[CH:4]=4)=[O:13])[NH:25][N:24]=3)=[CH:22][C:17]=2[O:16][CH2:15]1. (8) Given the reactants [Cl:1][C:2]1[CH:3]=[C:4]([CH:26]=[CH:27][C:28]=1[Cl:29])[CH2:5][N:6]1[CH2:11][CH2:10][O:9][CH:8]([CH2:12][NH:13][C:14](=[O:25])OC2C=CC([N+]([O-])=O)=CC=2)[CH2:7]1.[CH2:30]([NH2:33])[C:31]#[CH:32].ClCCl, predict the reaction product. The product is: [Cl:1][C:2]1[CH:3]=[C:4]([CH:26]=[CH:27][C:28]=1[Cl:29])[CH2:5][N:6]1[CH2:11][CH2:10][O:9][CH:8]([CH2:12][NH:13][C:14]([NH:33][CH2:30][C:31]#[CH:32])=[O:25])[CH2:7]1. (9) The product is: [C:27]([O:31][C:32](=[O:37])[NH:33][CH2:34][CH2:35][N:42]1[C:38](=[O:44])[CH:39]=[CH:40][C:41]1=[O:43])([CH3:30])([CH3:29])[CH3:28]. Given the reactants C1(C)C=CC=CC=1.C1(P(C2C=CC=CC=2)C2C=CC=CC=2)C=CC=CC=1.[C:27]([O:31][C:32](=[O:37])[NH:33][CH2:34][CH2:35]O)([CH3:30])([CH3:29])[CH3:28].[C:38]1(=[O:44])[NH:42][C:41](=[O:43])[CH:40]=[CH:39]1, predict the reaction product.